This data is from Full USPTO retrosynthesis dataset with 1.9M reactions from patents (1976-2016). The task is: Predict the reactants needed to synthesize the given product. (1) Given the product [CH3:33][NH:34][C:35]([C:37]1[CH:42]=[C:41]([O:43][C:44]2[CH:49]=[CH:48][C:47]([NH:50][C:13]([NH:1][C:2]3[CH:3]=[C:4]([C:8]([CH3:11])([CH3:10])[CH3:9])[N:5]=[CH:6][N:7]=3)=[O:15])=[C:46]([F:51])[CH:45]=2)[CH:40]=[CH:39][N:38]=1)=[O:36], predict the reactants needed to synthesize it. The reactants are: [NH2:1][C:2]1[N:7]=[CH:6][N:5]=[C:4]([C:8]([CH3:11])([CH3:10])[CH3:9])[CH:3]=1.Cl[C:13](Cl)([O:15]C(=O)OC(Cl)(Cl)Cl)Cl.C(N(C(C)C)CC)(C)C.[CH3:33][NH:34][C:35]([C:37]1[CH:42]=[C:41]([O:43][C:44]2[CH:49]=[CH:48][C:47]([NH2:50])=[C:46]([F:51])[CH:45]=2)[CH:40]=[CH:39][N:38]=1)=[O:36]. (2) Given the product [CH3:24][CH:23]([C:11]1[N:12]([CH2:13][CH2:14][C@@H:15]([OH:16])[CH2:20][C@@H:19]([OH:21])[CH2:18][C:17]([O-:22])=[O:41])[C:8]([C:5]2[CH:4]=[CH:3][C:2]([F:1])=[CH:7][CH:6]=2)=[C:9]([C:35]2[CH:36]=[CH:37][CH:38]=[CH:39][CH:40]=2)[C:10]=1[C:26]([NH:28][C:29]1[CH:34]=[CH:33][CH:32]=[CH:31][CH:30]=1)=[O:27])[CH3:25].[CH3:24][CH:23]([C:11]1[N:12]([CH2:13][CH2:14][C@@H:15]([OH:16])[CH2:20][C@@H:19]([OH:21])[CH2:18][C:17]([O-:22])=[O:41])[C:8]([C:5]2[CH:4]=[CH:3][C:2]([F:1])=[CH:7][CH:6]=2)=[C:9]([C:35]2[CH:36]=[CH:37][CH:38]=[CH:39][CH:40]=2)[C:10]=1[C:26]([NH:28][C:29]1[CH:34]=[CH:33][CH:32]=[CH:31][CH:30]=1)=[O:27])[CH3:25].[Ca+2:45], predict the reactants needed to synthesize it. The reactants are: [F:1][C:2]1[CH:7]=[CH:6][C:5]([C:8]2[N:12]([CH2:13][CH2:14][C@@H:15]3[CH2:20][C@@H:19]([OH:21])[CH2:18][C:17](=[O:22])[O:16]3)[C:11]([CH:23]([CH3:25])[CH3:24])=[C:10]([C:26]([NH:28][C:29]3[CH:34]=[CH:33][CH:32]=[CH:31][CH:30]=3)=[O:27])[C:9]=2[C:35]2[CH:40]=[CH:39][CH:38]=[CH:37][CH:36]=2)=[CH:4][CH:3]=1.[OH-:41].[Na+].[Cl-].[Cl-].[Ca+2:45].[Na].